Predict the reactants needed to synthesize the given product. From a dataset of Full USPTO retrosynthesis dataset with 1.9M reactions from patents (1976-2016). (1) Given the product [CH3:1][C:2]1[NH:6][CH:5]=[N:4][C:3]=1[CH2:7][CH:8]1[CH2:17][C:16]2[N:15]=[CH:14][CH:13]=[CH:12][C:11]=2[CH2:10][CH2:9]1, predict the reactants needed to synthesize it. The reactants are: [CH3:1][C:2]1[NH:6][CH:5]=[N:4][C:3]=1[CH2:7][CH:8]1[C:17](=O)[C:16]2[N:15]=[CH:14][CH:13]=[CH:12][C:11]=2[CH2:10][CH2:9]1.[OH-].[K+].O.NN. (2) Given the product [Br:26][C:27]1[CH:28]=[N:29][N:30]2[CH:35]=[C:34]([C:36]3[CH:41]=[CH:40][CH:39]=[CH:38][CH:37]=3)[C:33]([C:42]3[CH:43]=[CH:44][C:45]([CH2:11][N:8]4[CH2:7][CH2:6][CH:5]([C:3]5[N:25]=[C:24]([C:19]6[CH:20]=[CH:21][CH:22]=[CH:23][N:18]=6)[NH:2][N:1]=5)[CH2:10][CH2:9]4)=[CH:48][CH:49]=3)=[N:32][C:31]=12, predict the reactants needed to synthesize it. The reactants are: [NH:1]([C:3]([CH:5]1[CH2:10][CH2:9][N:8]([C:11](OC(C)(C)C)=O)[CH2:7][CH2:6]1)=O)[NH2:2].[N:18]1[CH:23]=[CH:22][CH:21]=[CH:20][C:19]=1[C:24]#[N:25].[Br:26][C:27]1[CH:28]=[N:29][N:30]2[CH:35]=[C:34]([C:36]3[CH:41]=[CH:40][CH:39]=[CH:38][CH:37]=3)[C:33]([C:42]3[CH:49]=[CH:48][C:45](C=O)=[CH:44][CH:43]=3)=[N:32][C:31]=12.[BH-](OC(C)=O)(OC(C)=O)OC(C)=O.[Na+]. (3) Given the product [O:20]=[C:11]1[NH:10][CH:9]=[CH:8][C:7]2[N:6]=[C:5]([C:3]([OH:2])=[O:4])[CH:14]=[CH:13][C:12]1=2, predict the reactants needed to synthesize it. The reactants are: C[O:2][C:3]([C:5]1[CH:14]=[CH:13][C:12]2[C:7](=[CH:8][CH:9]=[N:10][CH:11]=2)[N:6]=1)=[O:4].ClC1C=C(C=CC=1)C(OO)=[O:20]. (4) Given the product [F:14][C:10]1[CH:9]=[C:8]2[C:13]([CH:4]=[C:5]([NH2:15])[N:6]=[CH:7]2)=[CH:12][CH:11]=1, predict the reactants needed to synthesize it. The reactants are: C(O[CH:4](OCC)[C:5](=[NH:15])[NH:6][CH2:7][C:8]1[CH:13]=[CH:12][CH:11]=[C:10]([F:14])[CH:9]=1)C. (5) Given the product [CH3:12][O:11][C:10]1[CH:9]=[CH:8][C:4]([C:5]([OH:7])=[O:6])=[CH:3][C:2]=1[C:14]([F:19])([F:18])[F:13], predict the reactants needed to synthesize it. The reactants are: Br[C:2]1[CH:3]=[C:4]([CH:8]=[CH:9][C:10]=1[O:11][CH3:12])[C:5]([OH:7])=[O:6].[F:13][C:14]([F:19])([F:18])C([O-])=O.[K+]. (6) Given the product [CH3:1][N:2]1[CH2:7][CH2:6][N:5]([C:13]([C:12]2[CH:16]=[CH:17][C:9]([NH2:8])=[CH:10][C:11]=2[N+:18]([O-:20])=[O:19])=[O:14])[CH2:4][CH2:3]1, predict the reactants needed to synthesize it. The reactants are: [CH3:1][N:2]1[CH2:7][CH2:6][NH:5][CH2:4][CH2:3]1.[NH2:8][C:9]1[CH:17]=[CH:16][C:12]([C:13](O)=[O:14])=[C:11]([N+:18]([O-:20])=[O:19])[CH:10]=1. (7) Given the product [F:24][C:25]1[C:26]([CH2:31][O:1][C:2]2[CH:3]=[CH:4][C:5]([CH3:23])=[C:6]([N:8]3[CH2:17][C:16]4[C:11](=[CH:12][C:13]([C:18]([O:20][CH3:21])=[O:19])=[CH:14][CH:15]=4)[NH:10][C:9]3=[O:22])[CH:7]=2)=[N:27][CH:28]=[CH:29][CH:30]=1, predict the reactants needed to synthesize it. The reactants are: [OH:1][C:2]1[CH:3]=[CH:4][C:5]([CH3:23])=[C:6]([N:8]2[CH2:17][C:16]3[C:11](=[CH:12][C:13]([C:18]([O:20][CH3:21])=[O:19])=[CH:14][CH:15]=3)[NH:10][C:9]2=[O:22])[CH:7]=1.[F:24][C:25]1[C:26]([CH2:31]O)=[N:27][CH:28]=[CH:29][CH:30]=1.C(P(C(C)(C)C)C(C)(C)C)(C)(C)C.N(C(N1CCCCC1)=O)=NC(N1CCCCC1)=O.